From a dataset of NCI-60 drug combinations with 297,098 pairs across 59 cell lines. Regression. Given two drug SMILES strings and cell line genomic features, predict the synergy score measuring deviation from expected non-interaction effect. Drug 1: CC1=C2C(C(=O)C3(C(CC4C(C3C(C(C2(C)C)(CC1OC(=O)C(C(C5=CC=CC=C5)NC(=O)OC(C)(C)C)O)O)OC(=O)C6=CC=CC=C6)(CO4)OC(=O)C)OC)C)OC. Drug 2: C1=CC(=CC=C1C#N)C(C2=CC=C(C=C2)C#N)N3C=NC=N3. Cell line: SF-539. Synergy scores: CSS=59.2, Synergy_ZIP=11.1, Synergy_Bliss=10.3, Synergy_Loewe=-31.1, Synergy_HSA=11.7.